Dataset: Catalyst prediction with 721,799 reactions and 888 catalyst types from USPTO. Task: Predict which catalyst facilitates the given reaction. Reactant: C(NC(C)C)(C)C.C([Li])CCC.[Cl:13][C:14]1[N:15]=[C:16]([Cl:29])[C:17]2[C:22]([C:23]3[CH:28]=[CH:27][CH:26]=[CH:25][CH:24]=3)=[CH:21][S:20][C:18]=2[N:19]=1.Cl[C:31]([O:33][CH3:34])=[O:32]. Product: [Cl:13][C:14]1[N:15]=[C:16]([Cl:29])[C:17]2[C:22]([C:23]3[CH:28]=[CH:27][CH:26]=[CH:25][CH:24]=3)=[C:21]([C:31]([O:33][CH3:34])=[O:32])[S:20][C:18]=2[N:19]=1. The catalyst class is: 30.